Predict which catalyst facilitates the given reaction. From a dataset of Catalyst prediction with 721,799 reactions and 888 catalyst types from USPTO. (1) Reactant: [CH3:1][C:2]([O:24][Si:25]([CH3:28])([CH3:27])[CH3:26])([CH2:19][CH2:20][CH2:21][CH2:22][CH3:23])[CH2:3][CH2:4]S(C1N(C2C=CC=CC=2)N=NN=1)(=O)=O.C[Si](C)(C)[N-][Si](C)(C)C.[K+].[CH:39]([C@H:41]1[C@H:45]([CH3:46])[O:44][C:43](=[O:47])[N:42]1[CH2:48][CH2:49][S:50][C:51]1[S:52][CH:53]=[C:54]([C:56]([O:58][CH2:59][CH2:60][CH2:61][CH3:62])=[O:57])[N:55]=1)=O.C(=O)(O)[O-].[Na+]. Product: [CH3:46][C@@H:45]1[O:44][C:43](=[O:47])[N:42]([CH2:48][CH2:49][S:50][C:51]2[S:52][CH:53]=[C:54]([C:56]([O:58][CH2:59][CH2:60][CH2:61][CH3:62])=[O:57])[N:55]=2)[C@H:41]1/[CH:39]=[CH:4]/[CH2:3][C:2]([CH3:1])([O:24][Si:25]([CH3:27])([CH3:26])[CH3:28])[CH2:19][CH2:20][CH2:21][CH2:22][CH3:23]. The catalyst class is: 216. (2) Reactant: [NH2:1][C:2]1[C:7]([C:8]#[N:9])=[C:6]([C:10]2[CH:35]=[CH:34][C:13]([O:14][CH2:15][CH2:16][O:17][C:18](=[O:33])[CH2:19][CH2:20][C@H:21]([NH:25][C:26](=[O:32])[CH2:27][CH2:28][C:29]([OH:31])=[O:30])[C:22]([OH:24])=[O:23])=[CH:12][CH:11]=2)[C:5]([C:36]#[N:37])=[C:4]([S:38][CH2:39][C:40]2[N:41]=[C:42]([C:45]3[CH:50]=[CH:49][C:48]([Cl:51])=[CH:47][CH:46]=3)[S:43][CH:44]=2)[N:3]=1.[OH-].[Na+:53]. Product: [Na+:53].[Na+:53].[NH2:1][C:2]1[C:7]([C:8]#[N:9])=[C:6]([C:10]2[CH:11]=[CH:12][C:13]([O:14][CH2:15][CH2:16][O:17][C:18](=[O:33])[CH2:19][CH2:20][C@H:21]([NH:25][C:26](=[O:32])[CH2:27][CH2:28][C:29]([OH:31])=[O:30])[C:22]([O-:24])=[O:23])=[CH:34][CH:35]=2)[C:5]([C:36]#[N:37])=[C:4]([S:38][CH2:39][C:40]2[N:41]=[C:42]([C:45]3[CH:50]=[CH:49][C:48]([Cl:51])=[CH:47][CH:46]=3)[S:43][CH:44]=2)[N:3]=1.[NH2:1][C:2]1[C:7]([C:8]#[N:9])=[C:6]([C:10]2[CH:11]=[CH:12][C:13]([O:14][CH2:15][CH2:16][O:17][C:18](=[O:33])[CH2:19][CH2:20][C@H:21]([NH:25][C:26](=[O:32])[CH2:27][CH2:28][C:29]([OH:31])=[O:30])[C:22]([O-:24])=[O:23])=[CH:34][CH:35]=2)[C:5]([C:36]#[N:37])=[C:4]([S:38][CH2:39][C:40]2[N:41]=[C:42]([C:45]3[CH:50]=[CH:49][C:48]([Cl:51])=[CH:47][CH:46]=3)[S:43][CH:44]=2)[N:3]=1. The catalyst class is: 47. (3) Reactant: C([O:8][C:9]1[CH:14]=[CH:13][C:12]([C:15]([F:18])([F:17])[F:16])=[CH:11][C:10]=1[CH:19]([C:21]1[CH:26]=[CH:25][C:24]([S:27]([CH2:30][CH3:31])(=[O:29])=[O:28])=[CH:23][CH:22]=1)[OH:20])C1C=CC=CC=1. Product: [CH2:30]([S:27]([C:24]1[CH:23]=[CH:22][C:21]([CH:19]([OH:20])[C:10]2[CH:11]=[C:12]([C:15]([F:17])([F:18])[F:16])[CH:13]=[CH:14][C:9]=2[OH:8])=[CH:26][CH:25]=1)(=[O:28])=[O:29])[CH3:31]. The catalyst class is: 63. (4) Reactant: [CH3:1][O:2][C:3]1[CH:4]=[C:5]2[C:10](=[CH:11][C:12]=1[O:13][CH3:14])[N:9]=[CH:8][CH:7]=[C:6]2[O:15][C:16]1[C:22]([CH3:23])=[CH:21][C:19]([NH2:20])=[C:18]([CH3:24])[CH:17]=1.C1(C)C=CC=CC=1.C(N(CC)CC)C.ClC(Cl)(O[C:43](=[O:49])[O:44][C:45](Cl)(Cl)Cl)Cl.[F:51][C:52]1[CH:61]=[CH:60][CH:59]=[CH:58][C:53]=1[O:54][CH2:55]CO. Product: [CH3:1][O:2][C:3]1[CH:4]=[C:5]2[C:10](=[CH:11][C:12]=1[O:13][CH3:14])[N:9]=[CH:8][CH:7]=[C:6]2[O:15][C:16]1[C:22]([CH3:23])=[CH:21][C:19]([NH:20][C:43](=[O:49])[O:44][CH2:45][CH2:55][O:54][C:53]2[CH:58]=[CH:59][CH:60]=[CH:61][C:52]=2[F:51])=[C:18]([CH3:24])[CH:17]=1. The catalyst class is: 2. (5) Reactant: N1C=CC=CC=1.[Br:7][C:8]1[CH:13]=[CH:12][N:11]=[C:10]([NH2:14])[CH:9]=1.[C:15](Cl)(=[O:17])[CH3:16].O. Product: [Br:7][C:8]1[CH:13]=[CH:12][N:11]=[C:10]([NH:14][C:15](=[O:17])[CH3:16])[CH:9]=1. The catalyst class is: 2. (6) Reactant: COC1C=CC(C[N:8]2[C:16]3[C:11](=[CH:12][C:13]([CH3:17])=[CH:14][CH:15]=3)[C:10]([CH3:19])([CH3:18])[C:9]2=[O:20])=CC=1.Br.C([O-])([O-])=[O:25].[Na+].[Na+]. Product: [OH:25][C:14]1[CH:15]=[C:16]2[C:11]([C:10]([CH3:19])([CH3:18])[C:9](=[O:20])[NH:8]2)=[CH:12][C:13]=1[CH3:17]. The catalyst class is: 15. (7) Reactant: [CH2:1]([C:5]1[CH:15]=[CH:14][C:8]2[CH:9]=[C:10]([CH2:12][OH:13])[O:11][C:7]=2[CH:6]=1)[CH2:2][CH2:3][CH3:4].CC(OI1(OC(C)=O)(OC(C)=O)OC(=O)C2C=CC=CC1=2)=O.C(=O)(O)[O-].[Na+]. Product: [CH2:1]([C:5]1[CH:15]=[CH:14][C:8]2[CH:9]=[C:10]([CH:12]=[O:13])[O:11][C:7]=2[CH:6]=1)[CH2:2][CH2:3][CH3:4]. The catalyst class is: 4. (8) Reactant: Cl.[NH2:2][CH2:3][C:4]([O:6][CH2:7][C:8]1[CH:13]=[CH:12][CH:11]=[CH:10][CH:9]=1)=[O:5].[Cl:14][C:15]1[CH:20]=[C:19]([C:21](=O)[CH2:22][CH2:23][C:24](=O)[CH3:25])[CH:18]=[CH:17][N:16]=1.C(=O)(O)[O-].[Na+]. Product: [Cl:14][C:15]1[CH:20]=[C:19]([C:21]2[N:2]([CH2:3][C:4]([O:6][CH2:7][C:8]3[CH:13]=[CH:12][CH:11]=[CH:10][CH:9]=3)=[O:5])[C:24]([CH3:25])=[CH:23][CH:22]=2)[CH:18]=[CH:17][N:16]=1. The catalyst class is: 4. (9) Reactant: Br[C:2]1[S:3][C:4]2[CH2:5][N:6]([CH3:11])[CH2:7][CH2:8][C:9]=2[N:10]=1.C([Li:16])CCC.CCCCCC.[C:23](=[O:25])=[O:24]. Product: [CH3:11][N:6]1[CH2:7][CH2:8][C:9]2[N:10]=[C:2]([C:23]([O-:25])=[O:24])[S:3][C:4]=2[CH2:5]1.[Li+:16]. The catalyst class is: 27. (10) Reactant: [CH:1]([S:4][C:5]1[NH:10][C:9](=[O:11])[CH:8]=[C:7]([C:12]([F:15])([F:14])[F:13])[N:6]=1)([CH3:3])[CH3:2].[I:16]N1C(=O)CCC1=O. Product: [I:16][C:8]1[C:9](=[O:11])[NH:10][C:5]([S:4][CH:1]([CH3:3])[CH3:2])=[N:6][C:7]=1[C:12]([F:14])([F:15])[F:13]. The catalyst class is: 10.